Dataset: Reaction yield outcomes from USPTO patents with 853,638 reactions. Task: Predict the reaction yield, written as a fraction of the theoretical maximum amount of product (1.0 means a 100% yield; for example, 0.34 means a 34% yield). The reactants are [CH2:1]([C:5]1([CH2:32][CH2:33][CH2:34][CH3:35])[C:17]2[CH:16]=[C:15]([N:18]([C:25]3[CH:30]=[CH:29][CH:28]=[CH:27][CH:26]=3)[C:19]3[CH:24]=[CH:23][CH:22]=[CH:21][CH:20]=3)[CH:14]=[CH:13][C:12]=2[C:11]2[C:6]1=[CH:7][C:8](Br)=[CH:9][CH:10]=2)[CH2:2][CH2:3][CH3:4].C([Li])CCC.[B:41](OC)([O:44]C)[O:42]C.Cl. The catalyst is O.C1COCC1. The product is [CH2:1]([C:5]1([CH2:32][CH2:33][CH2:34][CH3:35])[C:17]2[CH:16]=[C:15]([N:18]([C:25]3[CH:30]=[CH:29][CH:28]=[CH:27][CH:26]=3)[C:19]3[CH:24]=[CH:23][CH:22]=[CH:21][CH:20]=3)[CH:14]=[CH:13][C:12]=2[C:11]2[C:6]1=[CH:7][C:8]([B:41]([OH:44])[OH:42])=[CH:9][CH:10]=2)[CH2:2][CH2:3][CH3:4]. The yield is 0.790.